This data is from NCI-60 drug combinations with 297,098 pairs across 59 cell lines. The task is: Regression. Given two drug SMILES strings and cell line genomic features, predict the synergy score measuring deviation from expected non-interaction effect. (1) Drug 1: CC1=C(C=C(C=C1)NC2=NC=CC(=N2)N(C)C3=CC4=NN(C(=C4C=C3)C)C)S(=O)(=O)N.Cl. Drug 2: CN(C)N=NC1=C(NC=N1)C(=O)N. Cell line: HCT-15. Synergy scores: CSS=2.47, Synergy_ZIP=0.0699, Synergy_Bliss=4.66, Synergy_Loewe=1.66, Synergy_HSA=1.63. (2) Synergy scores: CSS=68.2, Synergy_ZIP=0.438, Synergy_Bliss=-0.519, Synergy_Loewe=-20.7, Synergy_HSA=-1.37. Cell line: MOLT-4. Drug 1: CCCCC(=O)OCC(=O)C1(CC(C2=C(C1)C(=C3C(=C2O)C(=O)C4=C(C3=O)C=CC=C4OC)O)OC5CC(C(C(O5)C)O)NC(=O)C(F)(F)F)O. Drug 2: C1CC(=O)NC(=O)C1N2C(=O)C3=CC=CC=C3C2=O. (3) Drug 1: C1=NC2=C(N1)C(=S)N=C(N2)N. Drug 2: CC1C(C(=O)NC(C(=O)N2CCCC2C(=O)N(CC(=O)N(C(C(=O)O1)C(C)C)C)C)C(C)C)NC(=O)C3=C4C(=C(C=C3)C)OC5=C(C(=O)C(=C(C5=N4)C(=O)NC6C(OC(=O)C(N(C(=O)CN(C(=O)C7CCCN7C(=O)C(NC6=O)C(C)C)C)C)C(C)C)C)N)C. Cell line: UACC62. Synergy scores: CSS=28.3, Synergy_ZIP=-4.82, Synergy_Bliss=-2.45, Synergy_Loewe=-2.07, Synergy_HSA=-2.14. (4) Drug 1: CC1=C(N=C(N=C1N)C(CC(=O)N)NCC(C(=O)N)N)C(=O)NC(C(C2=CN=CN2)OC3C(C(C(C(O3)CO)O)O)OC4C(C(C(C(O4)CO)O)OC(=O)N)O)C(=O)NC(C)C(C(C)C(=O)NC(C(C)O)C(=O)NCCC5=NC(=CS5)C6=NC(=CS6)C(=O)NCCC[S+](C)C)O. Drug 2: CC1C(C(CC(O1)OC2CC(CC3=C2C(=C4C(=C3O)C(=O)C5=CC=CC=C5C4=O)O)(C(=O)C)O)N)O. Cell line: HL-60(TB). Synergy scores: CSS=35.0, Synergy_ZIP=-2.02, Synergy_Bliss=-5.75, Synergy_Loewe=-8.73, Synergy_HSA=-3.52. (5) Drug 1: CC(C)NC(=O)C1=CC=C(C=C1)CNNC.Cl. Drug 2: C(CCl)NC(=O)N(CCCl)N=O. Cell line: MCF7. Synergy scores: CSS=-3.14, Synergy_ZIP=-0.830, Synergy_Bliss=-3.35, Synergy_Loewe=-4.82, Synergy_HSA=-4.05. (6) Drug 1: C1C(C(OC1N2C=C(C(=O)NC2=O)F)CO)O. Drug 2: CCC1(C2=C(COC1=O)C(=O)N3CC4=CC5=C(C=CC(=C5CN(C)C)O)N=C4C3=C2)O.Cl. Cell line: PC-3. Synergy scores: CSS=27.3, Synergy_ZIP=-7.09, Synergy_Bliss=-1.50, Synergy_Loewe=-2.00, Synergy_HSA=2.87.